This data is from Reaction yield outcomes from USPTO patents with 853,638 reactions. The task is: Predict the reaction yield, written as a fraction of the theoretical maximum amount of product (1.0 means a 100% yield; for example, 0.34 means a 34% yield). (1) The reactants are [CH3:1]N(C)C1C=C(C=CC=1)CC1C(=O)N(C2N=CC(S(N(CC)C3C=CC=CC=3)(=O)=O)=CC=2)NC=1C.[CH2:36]([O:43][CH2:44][C@H:45]1[CH2:49][CH2:48][C@@H:47]([NH:50][S:51]([C:54]2[CH:55]=[N:56][C:57]([Cl:60])=[CH:58][CH:59]=2)(=[O:53])=[O:52])[CH2:46]1)[C:37]1[CH:42]=[CH:41][CH:40]=[CH:39][CH:38]=1.CI. No catalyst specified. The product is [CH2:36]([O:43][CH2:44][C@H:45]1[CH2:49][CH2:48][C@@H:47]([N:50]([CH3:1])[S:51]([C:54]2[CH:55]=[N:56][C:57]([Cl:60])=[CH:58][CH:59]=2)(=[O:53])=[O:52])[CH2:46]1)[C:37]1[CH:42]=[CH:41][CH:40]=[CH:39][CH:38]=1. The yield is 0.860. (2) The reactants are I[C:2]1[CH:7]=[CH:6][CH:5]=[CH:4][C:3]=1[CH3:8].[C:9]([C:11]1[CH:12]=[CH:13][C:14]([O:33][CH:34]([CH3:36])[CH3:35])=[C:15]([CH:32]=1)[C:16]([NH:18][C@@H:19]([CH2:30][OH:31])[CH2:20][C:21]1[C:29]2[C:24](=[CH:25][CH:26]=[CH:27][CH:28]=2)[NH:23][CH:22]=1)=[O:17])#[CH:10]. The catalyst is C(NCC)C.[Cu]I. The product is [OH:31][CH2:30][C@H:19]([NH:18][C:16](=[O:17])[C:15]1[CH:32]=[C:11]([C:9]#[C:10][C:2]2[CH:7]=[CH:6][CH:5]=[CH:4][C:3]=2[CH3:8])[CH:12]=[CH:13][C:14]=1[O:33][CH:34]([CH3:36])[CH3:35])[CH2:20][C:21]1[C:29]2[C:24](=[CH:25][CH:26]=[CH:27][CH:28]=2)[NH:23][CH:22]=1. The yield is 0.490. (3) The reactants are C1C(=O)N([Cl:8])C(=O)C1.[CH2:9]([C:11]1[NH:15][C:14]([C:16]([O:18][CH2:19][CH3:20])=[O:17])=[N:13][CH:12]=1)[CH3:10].C(=O)(O)[O-].[Na+]. The catalyst is C(Cl)(Cl)Cl. The product is [Cl:8][C:12]1[N:13]=[C:14]([C:16]([O:18][CH2:19][CH3:20])=[O:17])[NH:15][C:11]=1[CH2:9][CH3:10]. The yield is 0.450. (4) The reactants are [OH:1][C@@:2]1([C:9]#[C:10][C:11]2[CH:12]=[C:13]([N:17]3[C:25]4[CH2:24][CH2:23][N:22]([C:26]5[N:31]=[CH:30][CH:29]=[CH:28][N:27]=5)[CH2:21][C:20]=4[C:19]([C:32]([O:34]CC)=O)=[N:18]3)[CH:14]=[CH:15][CH:16]=2)[CH2:6][CH2:5][N:4]([CH3:7])[C:3]1=[O:8].[NH3:37]. No catalyst specified. The product is [OH:1][C@@:2]1([C:9]#[C:10][C:11]2[CH:12]=[C:13]([N:17]3[C:25]4[CH2:24][CH2:23][N:22]([C:26]5[N:31]=[CH:30][CH:29]=[CH:28][N:27]=5)[CH2:21][C:20]=4[C:19]([C:32]([NH2:37])=[O:34])=[N:18]3)[CH:14]=[CH:15][CH:16]=2)[CH2:6][CH2:5][N:4]([CH3:7])[C:3]1=[O:8]. The yield is 0.140. (5) The reactants are Cl[C:2]1[C:11]([Cl:12])=[N:10][C:9]2[C:4](=[CH:5][CH:6]=[CH:7][CH:8]=2)[N:3]=1.[CH2:13]([S:16]([NH2:19])(=[O:18])=[O:17])[CH2:14][CH3:15].C(=O)([O-])[O-].[K+].[K+].C(O)(=O)C. The catalyst is CS(C)=O. The product is [Cl:12][C:11]1[C:2]([NH:19][S:16]([CH2:13][CH2:14][CH3:15])(=[O:18])=[O:17])=[N:3][C:4]2[C:9]([N:10]=1)=[CH:8][CH:7]=[CH:6][CH:5]=2. The yield is 0.840. (6) The reactants are C([O:8][C:9]1[CH:14]=[CH:13][N:12]([CH2:15][CH:16]2[CH2:19][CH2:18][CH2:17]2)[C:11](=[O:20])[CH:10]=1)C1C=CC=CC=1.C([O-])=O.[NH4+]. The catalyst is O1CCCC1.[OH-].[OH-].[Pd+2]. The product is [CH:16]1([CH2:15][N:12]2[CH:13]=[CH:14][C:9]([OH:8])=[CH:10][C:11]2=[O:20])[CH2:17][CH2:18][CH2:19]1. The yield is 0.860. (7) The reactants are [NH2:1][C:2]1[CH:17]=[CH:16][C:5]([C:6]([NH:8][CH2:9][CH2:10][N:11]([CH2:14][CH3:15])[CH2:12][CH3:13])=[O:7])=[C:4]([O:18][CH3:19])[CH:3]=1.[CH2:20]1[O:31][C:30]2[CH:29]=[CH:28][C:24]([C:25](Cl)=[O:26])=[CH:23][C:22]=2[O:21]1. The catalyst is C(Cl)(Cl)Cl. The product is [CH2:14]([N:11]([CH2:12][CH3:13])[CH2:10][CH2:9][NH:8][C:6]([C:5]1[C:4]([O:18][CH3:19])=[CH:3][C:2]([NH:1][C:25]([C:24]2[CH:28]=[CH:29][C:30]3[O:31][CH2:20][O:21][C:22]=3[CH:23]=2)=[O:26])=[CH:17][CH:16]=1)=[O:7])[CH3:15]. The yield is 0.670.